Predict which catalyst facilitates the given reaction. From a dataset of Catalyst prediction with 721,799 reactions and 888 catalyst types from USPTO. (1) Product: [CH3:4][C:2]([O:5][C:6]([N:8]([CH2:28][CH3:29])[C@H:9]1[CH2:13][CH2:12][N:11]([C:14]2[C:19]([C:20]([O:22][CH:23]([CH3:25])[CH3:24])=[O:21])=[CH:18][CH:17]=[CH:16][N:15]=2)[CH2:10]1)=[O:7])([CH3:1])[CH3:3]. The catalyst class is: 3. Reactant: [CH3:1][C:2]([O:5][C:6]([NH:8][C@H:9]1[CH2:13][CH2:12][N:11]([C:14]2[C:19]([C:20]([O:22][CH:23]([CH3:25])[CH3:24])=[O:21])=[CH:18][CH:17]=[CH:16][N:15]=2)[CH2:10]1)=[O:7])([CH3:4])[CH3:3].[H-].[Na+].[CH3:28][CH2:29]I.O. (2) Reactant: [F:1][C:2]([F:24])([C:18]1[CH:23]=[CH:22][CH:21]=[CH:20][CH:19]=1)[C:3]1[CH:4]=[N:5][C:6]([N:9]2[CH2:14][CH2:13][N:12](C([O-])=O)[CH2:11][CH2:10]2)=[N:7][CH:8]=1.I[Si](C)(C)C. Product: [F:24][C:2]([F:1])([C:18]1[CH:23]=[CH:22][CH:21]=[CH:20][CH:19]=1)[C:3]1[CH:4]=[N:5][C:6]([N:9]2[CH2:14][CH2:13][NH:12][CH2:11][CH2:10]2)=[N:7][CH:8]=1. The catalyst class is: 22. (3) Reactant: O[C:2]1[N:11]=C(O)[C:9]2[C:4](=[CH:5][C:6]([C:13]([O:15][CH3:16])=[O:14])=[CH:7][CH:8]=2)[N:3]=1.O=P(Cl)(Cl)Cl.P(Cl)(Cl)(Cl)(Cl)[Cl:23].C([O-])(O)=O.[Na+].[CH2:33]([Cl:35])Cl. Product: [Cl:23][C:2]1[N:11]=[C:33]([Cl:35])[C:9]2[C:4](=[CH:5][C:6]([C:13]([O:15][CH3:16])=[O:14])=[CH:7][CH:8]=2)[N:3]=1. The catalyst class is: 6.